This data is from Catalyst prediction with 721,799 reactions and 888 catalyst types from USPTO. The task is: Predict which catalyst facilitates the given reaction. (1) Product: [Br:21][C:16]1[CH:17]=[CH:18][CH:19]=[CH:20][C:15]=1[C:11]1([C:13]#[N:14])[CH:10]([CH2:22][CH3:23])[S:9][C:8]([C:6]([OH:7])=[O:5])=[CH:12]1. The catalyst class is: 8. Reactant: [OH-].[Na+].C([O:5][C:6]([C:8]1[S:9][CH:10]([CH2:22][CH3:23])[C:11]([C:15]2[CH:20]=[CH:19][CH:18]=[CH:17][C:16]=2[Br:21])([C:13]#[N:14])[CH:12]=1)=[O:7])C.Cl. (2) Reactant: [C:1]([C:5]1[CH:6]=[C:7]2[C:12](=[CH:13][CH:14]=1)[C:11](=[O:15])[NH:10][C:9](=[O:16])/[C:8]/2=[CH:17]/OC)([CH3:4])([CH3:3])[CH3:2].Cl.[NH2:21][CH2:22][C:23]1[CH:28]=[CH:27][N:26]([C:29]2[CH:33]=[CH:32][O:31][CH:30]=2)[C:25](=[O:34])[CH:24]=1.C(N(CC)CC)C. Product: [C:1]([C:5]1[CH:6]=[C:7]2[C:12](=[CH:13][CH:14]=1)[C:11](=[O:15])[NH:10][C:9](=[O:16])/[C:8]/2=[CH:17]\[NH:21][CH2:22][C:23]1[CH:28]=[CH:27][N:26]([C:29]2[CH:33]=[CH:32][O:31][CH:30]=2)[C:25](=[O:34])[CH:24]=1)([CH3:4])([CH3:3])[CH3:2]. The catalyst class is: 9. (3) Reactant: [F:1][C:2]([F:20])([C:8]1[CH:13]=[CH:12][C:11]([O:14][CH3:15])=[CH:10][C:9]=1[C:16]([F:19])([F:18])[F:17])[C:3]([O:5]CC)=[O:4].O.[OH-].[Li+]. Product: [F:1][C:2]([F:20])([C:8]1[CH:13]=[CH:12][C:11]([O:14][CH3:15])=[CH:10][C:9]=1[C:16]([F:17])([F:19])[F:18])[C:3]([OH:5])=[O:4]. The catalyst class is: 364. (4) Reactant: [O:1]1CCCO[CH:2]1[C:7]1[CH:8]=[C:9]2[C:13](=[CH:14][CH:15]=1)[NH:12][N:11]=[C:10]2[N:16]([CH2:18][CH2:19][O:20][CH3:21])[CH3:17].Cl. Product: [CH3:21][O:20][CH2:19][CH2:18][N:16]([CH3:17])[C:10]1[C:9]2[C:13](=[CH:14][CH:15]=[C:7]([CH:2]=[O:1])[CH:8]=2)[NH:12][N:11]=1. The catalyst class is: 8.